This data is from Full USPTO retrosynthesis dataset with 1.9M reactions from patents (1976-2016). The task is: Predict the reactants needed to synthesize the given product. Given the product [CH3:40][S:41]([O:17][CH2:16][CH2:15][C:12]1[CH:13]=[CH:14][C:9]([O:8][CH2:7][C:6]([N:5]([CH2:4][C:3]2[CH:28]=[CH:29][C:30]([F:32])=[CH:31][C:2]=2[F:1])[CH2:21][CH2:22][CH2:23][CH2:24][CH2:25][CH2:26][CH3:27])=[O:20])=[C:10]([O:18][CH3:19])[CH:11]=1)(=[O:43])=[O:42], predict the reactants needed to synthesize it. The reactants are: [F:1][C:2]1[CH:31]=[C:30]([F:32])[CH:29]=[CH:28][C:3]=1[CH2:4][N:5]([CH2:21][CH2:22][CH2:23][CH2:24][CH2:25][CH2:26][CH3:27])[C:6](=[O:20])[CH2:7][O:8][C:9]1[CH:14]=[CH:13][C:12]([CH2:15][CH2:16][OH:17])=[CH:11][C:10]=1[O:18][CH3:19].C(N(CC)CC)C.[CH3:40][S:41](Cl)(=[O:43])=[O:42].